This data is from NCI-60 drug combinations with 297,098 pairs across 59 cell lines. The task is: Regression. Given two drug SMILES strings and cell line genomic features, predict the synergy score measuring deviation from expected non-interaction effect. (1) Drug 1: CN1CCC(CC1)COC2=C(C=C3C(=C2)N=CN=C3NC4=C(C=C(C=C4)Br)F)OC. Drug 2: C(=O)(N)NO. Cell line: LOX IMVI. Synergy scores: CSS=10.9, Synergy_ZIP=-0.814, Synergy_Bliss=-2.95, Synergy_Loewe=-24.2, Synergy_HSA=-2.03. (2) Drug 1: CC1=C2C(C(=O)C3(C(CC4C(C3C(C(C2(C)C)(CC1OC(=O)C(C(C5=CC=CC=C5)NC(=O)OC(C)(C)C)O)O)OC(=O)C6=CC=CC=C6)(CO4)OC(=O)C)OC)C)OC. Drug 2: CC1CCCC2(C(O2)CC(NC(=O)CC(C(C(=O)C(C1O)C)(C)C)O)C(=CC3=CSC(=N3)C)C)C. Cell line: SR. Synergy scores: CSS=66.0, Synergy_ZIP=4.14, Synergy_Bliss=6.28, Synergy_Loewe=-2.71, Synergy_HSA=6.36. (3) Drug 1: C1=NC(=NC(=O)N1C2C(C(C(O2)CO)O)O)N. Drug 2: CN(CC1=CN=C2C(=N1)C(=NC(=N2)N)N)C3=CC=C(C=C3)C(=O)NC(CCC(=O)O)C(=O)O. Cell line: LOX IMVI. Synergy scores: CSS=32.8, Synergy_ZIP=-1.55, Synergy_Bliss=-7.18, Synergy_Loewe=-23.4, Synergy_HSA=-6.71. (4) Drug 1: CC1=C2C(C(=O)C3(C(CC4C(C3C(C(C2(C)C)(CC1OC(=O)C(C(C5=CC=CC=C5)NC(=O)OC(C)(C)C)O)O)OC(=O)C6=CC=CC=C6)(CO4)OC(=O)C)OC)C)OC. Drug 2: C(CCl)NC(=O)N(CCCl)N=O. Cell line: HCT116. Synergy scores: CSS=53.3, Synergy_ZIP=1.55, Synergy_Bliss=0.228, Synergy_Loewe=-16.8, Synergy_HSA=1.41.